This data is from Reaction yield outcomes from USPTO patents with 853,638 reactions. The task is: Predict the reaction yield, written as a fraction of the theoretical maximum amount of product (1.0 means a 100% yield; for example, 0.34 means a 34% yield). (1) The reactants are [CH3:1][O:2][C:3]1[C:8]([CH3:9])=[CH:7][N:6]=[C:5]([CH2:10]O)[C:4]=1[CH3:12].S(Cl)([Cl:15])=O. The catalyst is ClCCl. The product is [ClH:15].[Cl:15][CH2:10][C:5]1[C:4]([CH3:12])=[C:3]([O:2][CH3:1])[C:8]([CH3:9])=[CH:7][N:6]=1. The yield is 1.00. (2) The reactants are C(OC(=O)[NH:7][CH2:8][CH2:9][CH2:10][CH2:11][C:12]1[CH:17]=[CH:16][C:15]([O:18][CH2:19][CH:20]([OH:30])[CH2:21][NH:22][C:23]([O:25][C:26]([CH3:29])([CH3:28])[CH3:27])=[O:24])=[CH:14][CH:13]=1)(C)(C)C.[H][H]. The catalyst is [Pd].CO. The product is [C:26]([O:25][C:23](=[O:24])[NH:22][CH2:21][CH:20]([OH:30])[CH2:19][O:18][C:15]1[CH:16]=[CH:17][C:12]([CH2:11][CH2:10][CH2:9][CH2:8][NH2:7])=[CH:13][CH:14]=1)([CH3:29])([CH3:27])[CH3:28]. The yield is 0.990. (3) The reactants are [H-].[H-].[H-].[H-].[Li+].[Al+3].[CH:7]1[C:12]([O:13][C:14]2[CH:19]=[CH:18][C:17]3[C:20]([O:22][C:23](=O)[C:16]=3[CH:15]=2)=[O:21])=[CH:11][C:10]2[C:25]([O:27][C:28](=O)[C:9]=2[CH:8]=1)=[O:26].[OH-].[Na+].O. The catalyst is C1COCC1.CC(C)=O.CCOCC. The product is [O:13]([C:14]1[CH:15]=[C:16]([CH2:23][OH:22])[C:17]([CH2:20][OH:21])=[CH:18][CH:19]=1)[C:12]1[CH:11]=[C:10]([CH2:25][OH:26])[C:9]([CH2:28][OH:27])=[CH:8][CH:7]=1. The yield is 0.590.